This data is from Experimentally validated miRNA-target interactions with 360,000+ pairs, plus equal number of negative samples. The task is: Binary Classification. Given a miRNA mature sequence and a target amino acid sequence, predict their likelihood of interaction. The miRNA is mmu-miR-466f-3p with sequence CAUACACACACACAUACACAC. Result: 1 (interaction). The protein sequence of the target gene is MGGGERYNIPDPQSRNASKNQEQQNRQKSKDQNSSQTKIAHKKKERGHGYNPAAAAWQAMQNGGKTKSLSNNSNWNAGLSSPSLLFKSQASQNYAGAKFSEPPSPSVLPKPPSHWVHVSLNPSDKETMTFQLKTLLKVQV.